This data is from Catalyst prediction with 721,799 reactions and 888 catalyst types from USPTO. The task is: Predict which catalyst facilitates the given reaction. (1) Reactant: [F:1][C:2]1[CH:7]=[CH:6][C:5]([F:8])=[CH:4][C:3]=1[C:9]1[CH2:13][N:12]([C:14]([C@@H:16]([NH2:21])[C:17]([CH3:20])([CH3:19])[CH3:18])=[O:15])[C@H:11]([C:22]2[CH:27]=[CH:26][CH:25]=[CH:24][CH:23]=2)[CH:10]=1.Br[CH2:29][C:30]([O:32][CH2:33][CH3:34])=[O:31].C(N(CC)C(C)C)(C)C. Product: [CH2:33]([O:32][C:30](=[O:31])[CH2:29][NH:21][C@@H:16]([C:17]([CH3:20])([CH3:19])[CH3:18])[C:14]([N:12]1[CH2:13][C:9]([C:3]2[CH:4]=[C:5]([F:8])[CH:6]=[CH:7][C:2]=2[F:1])=[CH:10][C@H:11]1[C:22]1[CH:23]=[CH:24][CH:25]=[CH:26][CH:27]=1)=[O:15])[CH3:34]. The catalyst class is: 114. (2) Reactant: [Cl:1][C:2]1[N:3]=[CH:4][N:5]([CH2:33][O:34][CH2:35][CH2:36][Si:37]([CH3:40])([CH3:39])[CH3:38])[C:6]=1[C:7]([NH:9][CH2:10][C:11]1[CH:16]=[CH:15][C:14]([Cl:17])=[C:13]([O:18][C:19]2[CH:24]=[C:23]([C:25]#[C:26][Si](C)(C)C)[CH:22]=[C:21]([Cl:31])[CH:20]=2)[C:12]=1[F:32])=[O:8].CCCC[N+](CCCC)(CCCC)CCCC.[F-]. Product: [Cl:1][C:2]1[N:3]=[CH:4][N:5]([CH2:33][O:34][CH2:35][CH2:36][Si:37]([CH3:39])([CH3:38])[CH3:40])[C:6]=1[C:7]([NH:9][CH2:10][C:11]1[CH:16]=[CH:15][C:14]([Cl:17])=[C:13]([O:18][C:19]2[CH:24]=[C:23]([C:25]#[CH:26])[CH:22]=[C:21]([Cl:31])[CH:20]=2)[C:12]=1[F:32])=[O:8]. The catalyst class is: 49. (3) Reactant: C([O:8][CH:9]1[CH2:13][N:12]([S:14]([C:17]2[CH:22]=[CH:21][CH:20]=[C:19]([C:23]([F:26])([F:25])[F:24])[CH:18]=2)(=[O:16])=[O:15])[CH:11]([CH2:27][C:28]([NH:30][CH:31]2[C:40]3[C:35](=[CH:36][C:37]([CH2:41][NH:42][C:43]([CH3:46])([CH3:45])[CH3:44])=[CH:38][CH:39]=3)[CH2:34][CH2:33][CH2:32]2)=[O:29])[CH2:10]1)C1C=CC=CC=1. Product: [C:43]([NH:42][CH2:41][C:37]1[CH:36]=[C:35]2[C:40](=[CH:39][CH:38]=1)[CH:31]([NH:30][C:28](=[O:29])[CH2:27][CH:11]1[CH2:10][CH:9]([OH:8])[CH2:13][N:12]1[S:14]([C:17]1[CH:22]=[CH:21][CH:20]=[C:19]([C:23]([F:26])([F:24])[F:25])[CH:18]=1)(=[O:16])=[O:15])[CH2:32][CH2:33][CH2:34]2)([CH3:46])([CH3:44])[CH3:45]. The catalyst class is: 50.